Dataset: Reaction yield outcomes from USPTO patents with 853,638 reactions. Task: Predict the reaction yield, written as a fraction of the theoretical maximum amount of product (1.0 means a 100% yield; for example, 0.34 means a 34% yield). (1) The reactants are [I:1][C:2]1[CH:8]=[C:7]([CH2:9][CH:10]2[CH2:15][CH2:14][O:13][CH2:12][CH2:11]2)[CH:6]=[CH:5][C:3]=1[NH2:4].C([O:18][CH:19]=[C:20]([C:26](OCC)=O)[C:21]([O:23][CH2:24][CH3:25])=[O:22])C. The catalyst is C1(OC2C=CC=CC=2)C=CC=CC=1. The product is [OH:18][C:19]1[C:5]2[C:3](=[C:2]([I:1])[CH:8]=[C:7]([CH2:9][CH:10]3[CH2:11][CH2:12][O:13][CH2:14][CH2:15]3)[CH:6]=2)[N:4]=[CH:26][C:20]=1[C:21]([O:23][CH2:24][CH3:25])=[O:22]. The yield is 0.580. (2) The reactants are Br[C:2]1[CH:11]=[CH:10][C:5]2[NH:6][C:7](=[O:9])[S:8][C:4]=2[CH:3]=1.C[Mg]Br.C([Li])CCC.CN(C)[CH:22]=[O:23].C(O)(=O)CC(CC(O)=O)(C(O)=O)O. The catalyst is C1COCC1. The product is [O:9]=[C:7]1[NH:6][C:5]2[CH:10]=[CH:11][C:2]([CH:22]=[O:23])=[CH:3][C:4]=2[S:8]1. The yield is 0.850. (3) The reactants are [F:1][C:2]1[CH:7]=[CH:6][C:5]([F:8])=[CH:4][C:3]=1[C@H:9]1[CH2:13][CH2:12][CH2:11][N:10]1[C:14]1[CH:19]=[CH:18][N:17]2[N:20]=[CH:21][C:22]([NH:23][C:24]([N:26]3[CH2:30][CH2:29][C@H:28]([OH:31])[CH2:27]3)=[O:25])=[C:16]2[N:15]=1.[S:32](=[O:36])(=[O:35])([OH:34])[OH:33]. The catalyst is CO. The product is [S:32]([OH:36])([OH:35])(=[O:34])=[O:33].[F:1][C:2]1[CH:7]=[CH:6][C:5]([F:8])=[CH:4][C:3]=1[C@H:9]1[CH2:13][CH2:12][CH2:11][N:10]1[C:14]1[CH:19]=[CH:18][N:17]2[N:20]=[CH:21][C:22]([NH:23][C:24]([N:26]3[CH2:30][CH2:29][C@H:28]([OH:31])[CH2:27]3)=[O:25])=[C:16]2[N:15]=1. The yield is 0.940. (4) The reactants are [CH2:1]([S:3]([N:6]1[CH2:11][CH2:10][CH:9]([C:12]2[C:20]3[C:15](=[C:16]([C:29]([NH2:31])=[O:30])[CH:17]=[C:18]([C:21]4[CH:26]=[CH:25][C:24]([CH:27]=O)=[CH:23][CH:22]=4)[CH:19]=3)[NH:14][CH:13]=2)[CH2:8][CH2:7]1)(=[O:5])=[O:4])[CH3:2].[CH:32]1([NH2:36])[CH2:35][CH2:34][CH2:33]1.C(O[BH-](OC(=O)C)OC(=O)C)(=O)C.[Na+]. The catalyst is CS(C)=O.C(O)(=O)C. The product is [CH:32]1([NH:36][CH2:27][C:24]2[CH:25]=[CH:26][C:21]([C:18]3[CH:19]=[C:20]4[C:15](=[C:16]([C:29]([NH2:31])=[O:30])[CH:17]=3)[NH:14][CH:13]=[C:12]4[CH:9]3[CH2:10][CH2:11][N:6]([S:3]([CH2:1][CH3:2])(=[O:4])=[O:5])[CH2:7][CH2:8]3)=[CH:22][CH:23]=2)[CH2:35][CH2:34][CH2:33]1. The yield is 0.590. (5) The reactants are [Cl:1][C:2]1[C:7]([F:8])=[CH:6][C:5]([C:9]2[C:14]([C:15]([O:17]C)=[O:16])=[CH:13][N:12]=[CH:11][CH:10]=2)=[C:4]([F:19])[CH:3]=1.[Li+].[OH-]. The catalyst is O.C1COCC1. The product is [Cl:1][C:2]1[C:7]([F:8])=[CH:6][C:5]([C:9]2[C:14]([C:15]([OH:17])=[O:16])=[CH:13][N:12]=[CH:11][CH:10]=2)=[C:4]([F:19])[CH:3]=1. The yield is 0.380. (6) The reactants are [F:1][C:2]1[C:3]([F:12])=[CH:4][C:5]2[S:9][C:8]([NH2:10])=[N:7][C:6]=2[CH:11]=1.[Cl:13][C:14]1[CH:15]=[C:16]([CH:20]=[C:21]([Cl:23])[CH:22]=1)[C:17](Cl)=[O:18].Br[CH:25]([CH2:30][CH3:31])[C:26]([O:28]C)=[O:27].COC1C=CC2N=C(N)SC=2C=1.ClC1C=C(C=CC=1)C(Cl)=O.BrCC(OCC)=O. No catalyst specified. The product is [Cl:13][C:14]1[CH:15]=[C:16]([CH:20]=[C:21]([Cl:23])[CH:22]=1)[C:17]([N:10]=[C:8]1[N:7]([CH:25]([CH2:30][CH3:31])[C:26]([OH:28])=[O:27])[C:6]2[CH:11]=[C:2]([F:1])[C:3]([F:12])=[CH:4][C:5]=2[S:9]1)=[O:18]. The yield is 0.120. (7) The reactants are [CH3:1][C:2]1([CH3:16])[CH2:10][C:9]2[NH:8][N:7]=[C:6]([C:11]([F:14])([F:13])[F:12])[C:5]=2[C:4](=[O:15])[CH2:3]1.Br[C:18]1[CH:25]=[C:24]([NH:26][C@H:27]2[CH2:32][CH2:31][CH2:30][CH2:29][C@@H:28]2[OH:33])[C:21]([C:22]#[N:23])=[C:20]([F:34])[CH:19]=1.C(=O)([O-])[O-].[K+].[K+].CNCCNC. The catalyst is O1CCOCC1.[Cu]I. The product is [CH3:1][C:2]1([CH3:16])[CH2:10][C:9]2[N:8]([C:18]3[CH:25]=[C:24]([NH:26][C@H:27]4[CH2:32][CH2:31][CH2:30][CH2:29][C@@H:28]4[OH:33])[C:21]([C:22]#[N:23])=[C:20]([F:34])[CH:19]=3)[N:7]=[C:6]([C:11]([F:14])([F:13])[F:12])[C:5]=2[C:4](=[O:15])[CH2:3]1. The yield is 0.740. (8) The yield is 0.580. The product is [CH2:34]([O:13][C:11](=[O:12])[CH2:14][C:3]1[C:4]2[CH:9]=[CH:8][CH:7]=[CH:6][C:5]=2[O:1][CH:2]=1)[CH3:35]. The reactants are [O:1]1[C:5]2[CH:6]=[CH:7][CH:8]=[CH:9][C:4]=2[C:3](=O)[CH2:2]1.[C:11]([CH:14]=P(C1C=CC=CC=1)(C1C=CC=CC=1)C1C=CC=CC=1)([OH:13])=[O:12].[C:34]1(C)C=CC=C[CH:35]=1. No catalyst specified. (9) The reactants are [N:1]1([CH2:6][CH2:7][CH2:8][OH:9])[CH2:5][CH2:4][CH2:3][CH2:2]1.[H-].[Na+].[F:12][C:13]1[C:14]([C:34]2[CH:35]=[N:36][C:37](F)=[CH:38][CH:39]=2)=[CH:15][C:16]2[C:17]3[N:25]([C@H:26]4[CH2:29][C@@H:28]([O:30][CH3:31])[CH2:27]4)[C:24](=[O:32])[N:23]([CH3:33])[C:18]=3[CH:19]=[N:20][C:21]=2[CH:22]=1. The catalyst is C1COCC1. The product is [F:12][C:13]1[C:14]([C:34]2[CH:35]=[N:36][C:37]([O:9][CH2:8][CH2:7][CH2:6][N:1]3[CH2:5][CH2:4][CH2:3][CH2:2]3)=[CH:38][CH:39]=2)=[CH:15][C:16]2[C:17]3[N:25]([C@H:26]4[CH2:29][C@@H:28]([O:30][CH3:31])[CH2:27]4)[C:24](=[O:32])[N:23]([CH3:33])[C:18]=3[CH:19]=[N:20][C:21]=2[CH:22]=1. The yield is 0.387. (10) The reactants are [Br:1][C:2]1[CH:3]=[CH:4][C:5]([C:8]([C:10]2[CH:15]=[C:14]([Cl:16])[CH:13]=[C:12]([Cl:17])[CH:11]=2)=[O:9])=[N:6][CH:7]=1.ClCCl.[BH4-].[Na+]. The catalyst is CO. The product is [Br:1][C:2]1[CH:3]=[CH:4][C:5]([CH:8]([C:10]2[CH:15]=[C:14]([Cl:16])[CH:13]=[C:12]([Cl:17])[CH:11]=2)[OH:9])=[N:6][CH:7]=1. The yield is 0.990.